From a dataset of Reaction yield outcomes from USPTO patents with 853,638 reactions. Predict the reaction yield, written as a fraction of the theoretical maximum amount of product (1.0 means a 100% yield; for example, 0.34 means a 34% yield). (1) The reactants are Cl[C:2]1[N:7]=[C:6]([NH:8][CH3:9])[CH:5]=[C:4]([CH2:10][O:11][CH2:12][C:13]([F:16])([F:15])[F:14])[N:3]=1.[CH3:17][C:18]1[N:19]=[CH:20][N:21]([C:23]2[CH:29]=[CH:28][C:26]([NH2:27])=[CH:25][CH:24]=2)[CH:22]=1.C(=O)([O-])[O-].[Cs+].[Cs+].C1(P(C2CCCCC2)C2C=CC=CC=2C2C=CC=CC=2)CCCCC1. The catalyst is O1CCOCC1.C([O-])(=O)C.[Pd+2].C([O-])(=O)C. The product is [CH3:9][NH:8][C:6]1[CH:5]=[C:4]([CH2:10][O:11][CH2:12][C:13]([F:16])([F:15])[F:14])[N:3]=[C:2]([NH:27][C:26]2[CH:25]=[CH:24][C:23]([N:21]3[CH:22]=[C:18]([CH3:17])[N:19]=[CH:20]3)=[CH:29][CH:28]=2)[N:7]=1. The yield is 0.400. (2) The reactants are [Cl:1][C:2]1[CH:7]=[C:6]([O:8][C:9]2[C:10]3[N:17]([CH3:18])[CH:16]=[CH:15][C:11]=3[N:12]=[CH:13][N:14]=2)[CH:5]=[CH:4][C:3]=1[NH:19][C:20]([NH:22][C:23]1[CH:32]=[C:31]2[C:26]([CH2:27][CH2:28][NH:29][CH2:30]2)=[CH:25][CH:24]=1)=[O:21].[C:33](=O)([O-])[O-].[Cs+].[Cs+].CS(OC)(=O)=O. The catalyst is CN(C)C=O.O. The product is [Cl:1][C:2]1[CH:7]=[C:6]([O:8][C:9]2[C:10]3[N:17]([CH3:18])[CH:16]=[CH:15][C:11]=3[N:12]=[CH:13][N:14]=2)[CH:5]=[CH:4][C:3]=1[NH:19][C:20]([NH:22][C:23]1[CH:32]=[C:31]2[C:26]([CH2:27][CH2:28][N:29]([CH3:33])[CH2:30]2)=[CH:25][CH:24]=1)=[O:21]. The yield is 0.0700. (3) The reactants are [CH3:1][N:2]1[C@@H:19]2[CH2:20][C:7]3[CH:8]=[CH:9][C:10]([O:22][CH3:23])=[C:11]4[O:12][C@H:13]5[C:14]([CH2:16][CH2:17][C@:18]2([OH:21])[C@:5]5([C:6]=34)[CH2:4][CH2:3]1)=[O:15].C([O-])(=O)C.[OH-].[NH4+].S([O-])([O-])(=O)=O.[Na+].[Na+]. The catalyst is C(O)(C)C.C(Cl)(Cl)Cl. The product is [CH3:1][N:2]1[C@@H:19]2[CH2:20][C:7]3[CH:8]=[CH:9][C:10]([O:22][CH3:23])=[C:11]4[O:12][C@H:13]5[C:14]([CH2:16][CH2:17][C@:18]2([OH:21])[C@:5]5([C:6]=34)[CH2:4][CH2:3]1)=[O:15]. The yield is 0.741. (4) The reactants are [NH2:1][C:2]1[CH:7]=[N:6][CH:5]=[C:4](Cl)[N:3]=1.C([Sn](CCCC)(CCCC)[C:14]1[CH:19]=[CH:18][CH:17]=[CH:16][N:15]=1)CCC. The catalyst is C1C=CC([P]([Pd]([P](C2C=CC=CC=2)(C2C=CC=CC=2)C2C=CC=CC=2)([P](C2C=CC=CC=2)(C2C=CC=CC=2)C2C=CC=CC=2)[P](C2C=CC=CC=2)(C2C=CC=CC=2)C2C=CC=CC=2)(C2C=CC=CC=2)C2C=CC=CC=2)=CC=1.C1(C)C(C)=CC=CC=1. The product is [N:15]1[CH:16]=[CH:17][CH:18]=[CH:19][C:14]=1[C:4]1[N:3]=[C:2]([NH2:1])[CH:7]=[N:6][CH:5]=1. The yield is 0.710.